Dataset: Peptide-MHC class I binding affinity with 185,985 pairs from IEDB/IMGT. Task: Regression. Given a peptide amino acid sequence and an MHC pseudo amino acid sequence, predict their binding affinity value. This is MHC class I binding data. (1) The peptide sequence is LPNVDLTTM. The MHC is Patr-B1301 with pseudo-sequence Patr-B1301. The binding affinity (normalized) is 0.744. (2) The peptide sequence is ALMEVTHVL. The MHC is HLA-A26:01 with pseudo-sequence HLA-A26:01. The binding affinity (normalized) is 0.0847. (3) The peptide sequence is ATDALMTGY. The MHC is HLA-B54:01 with pseudo-sequence HLA-B54:01. The binding affinity (normalized) is 0. (4) The binding affinity (normalized) is 1.00. The peptide sequence is ALKEAIEMV. The MHC is HLA-A02:11 with pseudo-sequence HLA-A02:11. (5) The MHC is HLA-A02:02 with pseudo-sequence HLA-A02:02. The peptide sequence is GVRLLAHVI. The binding affinity (normalized) is 0.148. (6) The peptide sequence is KTDAGASTY. The MHC is HLA-B38:01 with pseudo-sequence HLA-B38:01. The binding affinity (normalized) is 0.0847. (7) The peptide sequence is YTVRGTGKY. The MHC is HLA-A11:01 with pseudo-sequence HLA-A11:01. The binding affinity (normalized) is 0.360. (8) The peptide sequence is FPQAAPHGVV. The MHC is HLA-A30:01 with pseudo-sequence HLA-A30:01. The binding affinity (normalized) is 0.0715. (9) The peptide sequence is KTSTLIFFV. The MHC is HLA-B51:01 with pseudo-sequence HLA-B51:01. The binding affinity (normalized) is 0.136.